Dataset: Full USPTO retrosynthesis dataset with 1.9M reactions from patents (1976-2016). Task: Predict the reactants needed to synthesize the given product. Given the product [OH:12][CH2:11][CH2:10][CH2:9][CH2:8][C:5]1[CH:4]=[CH:3][C:2]([OH:1])=[CH:7][CH:6]=1, predict the reactants needed to synthesize it. The reactants are: [OH:1][C:2]1[CH:7]=[CH:6][C:5]([CH2:8][CH2:9][CH2:10][C:11](O)=[O:12])=[CH:4][CH:3]=1.CSC.B.